Dataset: Full USPTO retrosynthesis dataset with 1.9M reactions from patents (1976-2016). Task: Predict the reactants needed to synthesize the given product. (1) Given the product [Cl:1][C:2]1[CH:3]=[C:4]([CH:18]=[CH:19][C:20]=1[Cl:21])[CH2:5][NH:6][C:7]([C:8]1[CH2:22][N:23]([CH2:24][CH2:25][N:26]2[CH2:31][CH2:30][O:29][CH2:28][CH2:27]2)[C:13](=[O:14])[C:9]=1[OH:10])=[O:17], predict the reactants needed to synthesize it. The reactants are: [Cl:1][C:2]1[CH:3]=[C:4]([CH:18]=[CH:19][C:20]=1[Cl:21])[CH2:5][NH:6][C:7](=[O:17])[CH:8]=[C:9]1[C:13](=[O:14])OC(C)(C)[O:10]1.[CH2:22]=[N:23][CH2:24][CH2:25][N:26]1[CH2:31][CH2:30][O:29][CH2:28][CH2:27]1.CO. (2) Given the product [OH:6][C@H:7]1[CH2:15][CH2:14][CH2:13][C@@:12]2([CH3:16])[C@H:8]1[CH2:9][CH2:10][C@@H:11]2[C:17]([CH3:32])([CH2:18][CH2:19][CH2:20][C:21]([CH3:24])([OH:23])[CH3:22])[CH2:25][CH2:26][CH2:27][C:28]([CH3:31])([OH:30])[CH3:29], predict the reactants needed to synthesize it. The reactants are: C([Si](C)(C)[O:6][C@H:7]1[CH2:15][CH2:14][CH2:13][C@@:12]2([CH3:16])[C@H:8]1[CH2:9][CH2:10][C@@H:11]2[C:17]([CH3:32])([CH2:25][CH2:26][CH2:27][C:28]([CH3:31])([OH:30])[CH3:29])[CH2:18][CH2:19][CH2:20][C:21]([CH3:24])([OH:23])[CH3:22])(C)(C)C.[F-].C([N+](CCCC)(CCCC)CCCC)CCC.C(OCC)(=O)C. (3) Given the product [Cl:1][C:2]1[CH:3]=[C:4]([CH2:19][N:23]2[C:22]([CH3:21])=[CH:26][C:25]([C:27]([O:29][CH2:30][CH3:31])=[O:28])=[N:24]2)[C:5]2[O:9][C:8]([C:10]3[CH:15]=[CH:14][C:13]([Cl:16])=[CH:12][C:11]=3[Cl:17])=[CH:7][C:6]=2[CH:18]=1, predict the reactants needed to synthesize it. The reactants are: [Cl:1][C:2]1[CH:3]=[C:4]([CH2:19]Cl)[C:5]2[O:9][C:8]([C:10]3[CH:15]=[CH:14][C:13]([Cl:16])=[CH:12][C:11]=3[Cl:17])=[CH:7][C:6]=2[CH:18]=1.[CH3:21][C:22]1[CH:26]=[C:25]([C:27]([O:29][CH2:30][CH3:31])=[O:28])[NH:24][N:23]=1.C([O-])([O-])=O.[K+].[K+].[Na+].[I-]. (4) Given the product [CH3:50][O:49][C:46]1[N:45]=[CH:44][C:43]([CH2:42][C:36]2([CH2:35][NH:25][C@@H:26]3[CH2:28][C@H:27]3[C:29]3[CH:30]=[CH:31][CH:32]=[CH:33][CH:34]=3)[CH2:41][CH2:40][N:39]([CH2:1][C:3]3([C:6]([O:8][C:9]([CH3:12])([CH3:11])[CH3:10])=[O:7])[CH2:5][CH2:4]3)[CH2:38][CH2:37]2)=[CH:48][CH:47]=1, predict the reactants needed to synthesize it. The reactants are: [CH:1]([C:3]1([C:6]([O:8][C:9]([CH3:12])([CH3:11])[CH3:10])=[O:7])[CH2:5][CH2:4]1)=O.C(N(CC)CC)C.C(OC(=O)[N:25]([CH2:35][C:36]1([CH2:42][C:43]2[CH:44]=[N:45][C:46]([O:49][CH3:50])=[CH:47][CH:48]=2)[CH2:41][CH2:40][NH:39][CH2:38][CH2:37]1)[C@@H:26]1[CH2:28][C@H:27]1[C:29]1[CH:34]=[CH:33][CH:32]=[CH:31][CH:30]=1)C=C.C(O[BH-](OC(=O)C)OC(=O)C)(=O)C.[Na+].C(NCC)C. (5) The reactants are: [NH:1]1[CH2:6][CH2:5][CH:4]([CH2:7][N:8]2[C:16]3[N:11]4[C:12](=[N:17][C:18]([CH3:19])=[C:10]4[C:9]2=[O:20])[CH:13]=[CH:14][CH:15]=3)[CH2:3][CH2:2]1.C(N(CC)CC)C.C1C=CC(N([S:35]([C:38]([F:41])([F:40])[F:39])(=[O:37])=[O:36])[S:35]([C:38]([F:41])([F:40])[F:39])(=[O:37])=[O:36])=CC=1. Given the product [F:39][C:38]([F:41])([F:40])[S:35]([N:1]1[CH2:6][CH2:5][CH:4]([CH2:7][N:8]2[C:16]3[N:11]4[C:12](=[N:17][C:18]([CH3:19])=[C:10]4[C:9]2=[O:20])[CH:13]=[CH:14][CH:15]=3)[CH2:3][CH2:2]1)(=[O:37])=[O:36], predict the reactants needed to synthesize it. (6) Given the product [Pd:15].[CH2:1]1[CH2:5][O:4][CH:3]([N:6]2[C:12](=[O:13])[NH:11][C:9](=[O:10])[C:8]([F:14])=[CH:7]2)[CH2:2]1, predict the reactants needed to synthesize it. The reactants are: [CH2:1]1[CH2:5][O:4][CH:3]([N:6]2[C:12](=[O:13])[NH:11][C:9](=[O:10])[C:8]([F:14])=[CH:7]2)[CH2:2]1.[Pd:15]. (7) Given the product [C:18]1([C:2]2[C:11]3[C:6](=[CH:7][CH:8]=[CH:9][CH:10]=3)[CH:5]=[N:4][CH:3]=2)[CH:23]=[CH:22][CH:21]=[CH:20][CH:19]=1, predict the reactants needed to synthesize it. The reactants are: Br[C:2]1[C:11]2[C:6](=[CH:7][CH:8]=[CH:9][CH:10]=2)[CH:5]=[N:4][CH:3]=1.C(=O)([O-])[O-].[Na+].[Na+].[C:18]1(B(O)O)[CH:23]=[CH:22][CH:21]=[CH:20][CH:19]=1. (8) Given the product [CH3:29][N:9]([S:6]([C:2]1[S:1][CH:5]=[CH:4][CH:3]=1)(=[O:7])=[O:8])[C:10]1[CH:11]=[C:12]([O:24][C:25]([F:27])([F:28])[F:26])[CH:13]=[C:14]2[C:18]=1[NH:17][C:16]([C:19]([O:21][CH2:22][CH3:23])=[O:20])=[CH:15]2, predict the reactants needed to synthesize it. The reactants are: [S:1]1[CH:5]=[CH:4][CH:3]=[C:2]1[S:6]([NH:9][C:10]1[CH:11]=[C:12]([O:24][C:25]([F:28])([F:27])[F:26])[CH:13]=[C:14]2[C:18]=1[NH:17][C:16]([C:19]([O:21][CH2:22][CH3:23])=[O:20])=[CH:15]2)(=[O:8])=[O:7].[C:29](=O)([O-])[O-].[K+].[K+].CI.C(O)(=O)CC(CC(O)=O)(C(O)=O)O.